This data is from Full USPTO retrosynthesis dataset with 1.9M reactions from patents (1976-2016). The task is: Predict the reactants needed to synthesize the given product. (1) Given the product [CH2:1]([C:6]1[CH:15]=[C:14]([CH3:16])[CH:13]=[CH:12][C:7]=1[C:8]([O:10][CH3:11])=[O:9])[CH3:2], predict the reactants needed to synthesize it. The reactants are: [CH3:1][CH2:2][Mg+].[Br-].Br[C:6]1[CH:15]=[C:14]([CH3:16])[CH:13]=[CH:12][C:7]=1[C:8]([O:10][CH3:11])=[O:9]. (2) Given the product [CH2:33]([O:32][CH:4]([CH2:5][C:6]1[CH:11]=[CH:10][CH:9]=[C:8]([CH2:12][CH2:13][N:14]([CH2:25][CH2:26][CH2:27][CH2:28][CH2:29][CH2:30][CH3:31])[C:15]([NH:17][C:18]2[CH:23]=[CH:22][C:21]([CH3:24])=[CH:20][CH:19]=2)=[O:16])[CH:7]=1)[C:3]([OH:35])=[O:2])[CH3:34], predict the reactants needed to synthesize it. The reactants are: C[O:2][C:3](=[O:35])[CH:4]([O:32][CH2:33][CH3:34])[CH2:5][C:6]1[CH:11]=[CH:10][CH:9]=[C:8]([CH2:12][CH2:13][N:14]([CH2:25][CH2:26][CH2:27][CH2:28][CH2:29][CH2:30][CH3:31])[C:15]([NH:17][C:18]2[CH:23]=[CH:22][C:21]([CH3:24])=[CH:20][CH:19]=2)=[O:16])[CH:7]=1.[Li+].[OH-]. (3) Given the product [CH2:9]([O:11][C:12](=[O:16])[C:13]([C:27]1([OH:30])[CH2:28][CH2:29][N:24]([CH2:17][C:18]2[CH:23]=[CH:22][CH:21]=[CH:20][CH:19]=2)[CH2:25][CH2:26]1)([CH3:15])[CH3:14])[CH3:10], predict the reactants needed to synthesize it. The reactants are: [Li+].CC([N-]C(C)C)C.[CH2:9]([O:11][C:12](=[O:16])[CH:13]([CH3:15])[CH3:14])[CH3:10].[CH2:17]([N:24]1[CH2:29][CH2:28][C:27](=[O:30])[CH2:26][CH2:25]1)[C:18]1[CH:23]=[CH:22][CH:21]=[CH:20][CH:19]=1.[NH4+].[Cl-]. (4) Given the product [NH2:5][CH:24]1[CH2:25][CH2:26][C:21]([CH2:28][CH2:29][C:30]2[C:39]3[C:34](=[CH:35][CH:36]=[C:37]([O:40][CH3:41])[CH:38]=3)[N:33]=[CH:32][N:31]=2)([OH:20])[CH2:22][CH2:23]1, predict the reactants needed to synthesize it. The reactants are: C([O-])(=O)C.[NH4+:5].C(O[BH-](OC(=O)C)OC(=O)C)(=O)C.[Na+].[OH:20][C:21]1([CH2:28][CH2:29][C:30]2[C:39]3[C:34](=[CH:35][CH:36]=[C:37]([O:40][CH3:41])[CH:38]=3)[N:33]=[CH:32][N:31]=2)[CH2:26][CH2:25][C:24](=O)[CH2:23][CH2:22]1. (5) The reactants are: [F:1][C:2]1[CH:3]=[C:4]2[C:8](=[C:9](/[CH:11]=[CH:12]/[C:13]([NH:15][S:16]([C:19]3[S:20][C:21]([Cl:25])=[C:22]([Cl:24])[CH:23]=3)(=[O:18])=[O:17])=[O:14])[CH:10]=1)[NH:7][CH:6]=[C:5]2[CH3:26].[H-].[Na+].[Cl:29][C:30]1[CH:37]=[C:36]([Cl:38])[CH:35]=[CH:34][C:31]=1[CH2:32]Cl. Given the product [Cl:29][C:30]1[CH:37]=[C:36]([Cl:38])[CH:35]=[CH:34][C:31]=1[CH2:32][N:7]1[C:8]2[C:4](=[CH:3][C:2]([F:1])=[CH:10][C:9]=2/[CH:11]=[CH:12]/[C:13]([NH:15][S:16]([C:19]2[S:20][C:21]([Cl:25])=[C:22]([Cl:24])[CH:23]=2)(=[O:17])=[O:18])=[O:14])[C:5]([CH3:26])=[CH:6]1, predict the reactants needed to synthesize it. (6) Given the product [CH3:15][C:2]([CH3:1])([CH3:16])[C:3]([NH:5][C:6]1[CH:11]=[CH:10][C:9]([S:19]([CH3:23])(=[O:21])=[O:18])=[CH:8][C:7]=1[I:14])=[O:4], predict the reactants needed to synthesize it. The reactants are: [CH3:1][C:2]([CH3:16])([CH3:15])[C:3]([NH:5][C:6]1[CH:11]=[CH:10][C:9](SC)=[CH:8][C:7]=1[I:14])=[O:4].O[O:18][S:19]([O-:21])=O.[K+].[C:23](=O)([O-])O.[Na+]. (7) The reactants are: [Cl:1][C:2]1[CH:7]=[CH:6][CH:5]=[C:4]([Cl:8])[C:3]=1[NH:9][C:10]([NH:12][C:13]1[S:14][C:15]([C:21]2[CH:26]=[CH:25][C:24]([F:27])=[CH:23][CH:22]=2)=[CH:16][C:17]=1[C:18](O)=[O:19])=[O:11].CN(C(ON1N=NC2C=CC=NC1=2)=[N+](C)C)C.F[P-](F)(F)(F)(F)F.CCN(C(C)C)C(C)C.Cl.[NH2:62][C@@H:63]([CH:68]1[CH2:73][CH2:72][CH2:71][CH2:70][CH2:69]1)[C:64]([O:66][CH3:67])=[O:65]. Given the product [CH:68]1([C@H:63]([NH:62][C:18]([C:17]2[CH:16]=[C:15]([C:21]3[CH:22]=[CH:23][C:24]([F:27])=[CH:25][CH:26]=3)[S:14][C:13]=2[NH:12][C:10]([NH:9][C:3]2[C:2]([Cl:1])=[CH:7][CH:6]=[CH:5][C:4]=2[Cl:8])=[O:11])=[O:19])[C:64]([O:66][CH3:67])=[O:65])[CH2:73][CH2:72][CH2:71][CH2:70][CH2:69]1, predict the reactants needed to synthesize it. (8) The reactants are: C(OC([N:8]1[CH2:13][CH:12]=[C:11]([C:14]#[C:15][C:16]2[CH:35]=[CH:34][C:19]3[N:20]=[C:21]([C:26]4[CH:31]=[CH:30][CH:29]=[C:28]([C:32]#[N:33])[CH:27]=4)[CH2:22][C:23](=[O:25])[NH:24][C:18]=3[CH:17]=2)[CH2:10][CH2:9]1)=O)(C)(C)C.C(O)(C(F)(F)F)=O. Given the product [O:25]=[C:23]1[CH2:22][C:21]([C:26]2[CH:27]=[C:28]([CH:29]=[CH:30][CH:31]=2)[C:32]#[N:33])=[N:20][C:19]2[CH:34]=[CH:35][C:16]([C:15]#[C:14][C:11]3[CH2:12][CH2:13][NH:8][CH2:9][CH:10]=3)=[CH:17][C:18]=2[NH:24]1, predict the reactants needed to synthesize it. (9) The reactants are: Br[C:2]1[CH:7]=[CH:6][C:5]([C:8]2[CH2:12][CH:11]([CH2:13][NH:14][C:15]([C:17]3[S:18][C:19]([Cl:22])=[CH:20][CH:21]=3)=[O:16])[O:10][N:9]=2)=[CH:4][CH:3]=1.[NH2:23][C:24]1[CH:29]=[CH:28][CH:27]=[CH:26][CH:25]=1.C([O-])([O-])=O.[Cs+].[Cs+].CC1(C)C2C(=C(P(C3C=CC=CC=3)C3C=CC=CC=3)C=CC=2)OC2C(P(C3C=CC=CC=3)C3C=CC=CC=3)=CC=CC1=2. Given the product [C:24]1([NH:23][C:2]2[CH:7]=[CH:6][C:5]([C:8]3[CH2:12][CH:11]([CH2:13][NH:14][C:15]([C:17]4[S:18][C:19]([Cl:22])=[CH:20][CH:21]=4)=[O:16])[O:10][N:9]=3)=[CH:4][CH:3]=2)[CH:29]=[CH:28][CH:27]=[CH:26][CH:25]=1, predict the reactants needed to synthesize it.